This data is from Forward reaction prediction with 1.9M reactions from USPTO patents (1976-2016). The task is: Predict the product of the given reaction. (1) Given the reactants [Br:1][C:2]1[CH:3]=[CH:4][C:5]([F:19])=[C:6]([C:8]2[NH:17][C:16](=O)[C:15]3[C:10](=[N:11][CH:12]=[CH:13][N:14]=3)[N:9]=2)[CH:7]=1.[NH2:20][C:21]1[CH:26]=[CH:25][CH:24]=[CH:23][CH:22]=1.C(N(C1C=CN=CC=1)C1C2C(=NC=CN=2)N=C(C2C=C(Br)C=CC=2F)N=1)CCC, predict the reaction product. The product is: [Br:1][C:2]1[CH:3]=[CH:4][C:5]([F:19])=[C:6]([C:8]2[N:17]=[C:16]([NH:20][C:21]3[CH:26]=[CH:25][CH:24]=[CH:23][CH:22]=3)[C:15]3[C:10](=[N:11][CH:12]=[CH:13][N:14]=3)[N:9]=2)[CH:7]=1. (2) The product is: [C:5]([C:9]1[CH:10]=[C:11]([CH:23]=[CH:24][CH:25]=1)[O:12][C:13]1[N:14]=[CH:15][C:16]([NH2:20])=[CH:17][C:18]=1[CH3:19])([CH3:8])([CH3:6])[CH3:7]. Given the reactants C(O)C.Cl.[C:5]([C:9]1[CH:10]=[C:11]([CH:23]=[CH:24][CH:25]=1)[O:12][C:13]1[C:18]([CH3:19])=[CH:17][C:16]([N+:20]([O-])=O)=[CH:15][N:14]=1)([CH3:8])([CH3:7])[CH3:6], predict the reaction product. (3) The product is: [C:1]([NH:6][C:7]1[N:8]=[C:9]([O:34][C:42](=[O:43])[N:41]([C:45]2[CH:46]=[CH:47][CH:48]=[CH:49][CH:50]=2)[C:35]2[CH:40]=[CH:39][CH:38]=[CH:37][CH:36]=2)[C:10]2[N:11]=[CH:12][N:13]([C:32]=2[N:33]=1)[C@@H:14]1[O:31][C@H:21]([CH2:22][O:23][Si:24]([C:27]([CH3:29])([CH3:28])[CH3:30])([CH3:25])[CH3:26])[C@@H:16]([O:17][CH2:18][S:19][CH3:20])[CH2:15]1)(=[O:5])[CH:2]([CH3:4])[CH3:3]. Given the reactants [C:1]([NH:6][C:7]1[NH:8][C:9](=[O:34])[C:10]2[N:11]=[CH:12][N:13]([C:32]=2[N:33]=1)[C@@H:14]1[O:31][C@H:21]([CH2:22][O:23][Si:24]([C:27]([CH3:30])([CH3:29])[CH3:28])([CH3:26])[CH3:25])[C@@H:16]([O:17][CH2:18][S:19][CH3:20])[CH2:15]1)(=[O:5])[CH:2]([CH3:4])[CH3:3].[C:35]1([N:41]([C:45]2[CH:50]=[CH:49][CH:48]=[CH:47][CH:46]=2)[C:42](Cl)=[O:43])[CH:40]=[CH:39][CH:38]=[CH:37][CH:36]=1.C(N(CC)C(C)C)(C)C, predict the reaction product. (4) The product is: [O:15]([CH2:14][CH2:13][O:12][C:5]1[C:6]([C:8]([O:10][CH3:11])=[O:9])=[N:7][C:2]([C:30]2[CH:39]=[C:38]3[C:33]([CH2:34][CH2:35][CH2:36][NH:37]3)=[CH:32][CH:31]=2)=[CH:3][CH:4]=1)[C:16]1[CH:21]=[CH:20][CH:19]=[CH:18][CH:17]=1. Given the reactants Br[C:2]1[N:7]=[C:6]([C:8]([O:10][CH3:11])=[O:9])[C:5]([O:12][CH2:13][CH2:14][O:15][C:16]2[CH:21]=[CH:20][CH:19]=[CH:18][CH:17]=2)=[CH:4][CH:3]=1.CC1(C)C(C)(C)OB([C:30]2[CH:39]=[C:38]3[C:33]([CH2:34][CH2:35][CH2:36][NH:37]3)=[CH:32][CH:31]=2)O1.C([O-])([O-])=O.[K+].[K+].O, predict the reaction product. (5) Given the reactants [CH2:1]([C:8]1[CH:24]=[CH:23][C:11]2[NH:12][C:13]([CH:15](Cl)[C:16]3[CH:21]=[CH:20][CH:19]=[CH:18][CH:17]=3)=[N:14][C:10]=2[CH:9]=1)[C:2]1[CH:7]=[CH:6][CH:5]=[CH:4][CH:3]=1.[N:25]1([C:31]2[N:36]=[CH:35][CH:34]=[CH:33][N:32]=2)[CH2:30][CH2:29][NH:28][CH2:27][CH2:26]1.C(N(CC)CC)C.O, predict the reaction product. The product is: [CH2:1]([C:8]1[CH:24]=[CH:23][C:11]2[NH:12][C:13]([CH:15]([C:16]3[CH:21]=[CH:20][CH:19]=[CH:18][CH:17]=3)[N:28]3[CH2:29][CH2:30][N:25]([C:31]4[N:32]=[CH:33][CH:34]=[CH:35][N:36]=4)[CH2:26][CH2:27]3)=[N:14][C:10]=2[CH:9]=1)[C:2]1[CH:7]=[CH:6][CH:5]=[CH:4][CH:3]=1. (6) Given the reactants C(OC([N:8]1[CH2:13][CH2:12][C:11]([CH2:25][NH2:26])([C:14]2[CH:19]=[CH:18][C:17]([O:20][C:21]([F:24])([F:23])[F:22])=[CH:16][CH:15]=2)[CH2:10][CH2:9]1)=O)(C)(C)C.[ClH:27], predict the reaction product. The product is: [ClH:27].[F:24][C:21]([F:22])([F:23])[O:20][C:17]1[CH:18]=[CH:19][C:14]([C:11]2([CH2:25][NH2:26])[CH2:10][CH2:9][NH:8][CH2:13][CH2:12]2)=[CH:15][CH:16]=1.